This data is from Peptide-MHC class I binding affinity with 185,985 pairs from IEDB/IMGT. The task is: Regression. Given a peptide amino acid sequence and an MHC pseudo amino acid sequence, predict their binding affinity value. This is MHC class I binding data. (1) The peptide sequence is KWDLIISDMY. The MHC is HLA-A24:02 with pseudo-sequence HLA-A24:02. The binding affinity (normalized) is 0.0219. (2) The peptide sequence is EPWLRGNQF. The MHC is HLA-B35:01 with pseudo-sequence HLA-B35:01. The binding affinity (normalized) is 0.209.